Dataset: NCI-60 drug combinations with 297,098 pairs across 59 cell lines. Task: Regression. Given two drug SMILES strings and cell line genomic features, predict the synergy score measuring deviation from expected non-interaction effect. (1) Drug 1: C1C(C(OC1N2C=NC3=C(N=C(N=C32)Cl)N)CO)O. Drug 2: CC(C)NC(=O)C1=CC=C(C=C1)CNNC.Cl. Cell line: DU-145. Synergy scores: CSS=12.0, Synergy_ZIP=-4.17, Synergy_Bliss=0.625, Synergy_Loewe=-12.5, Synergy_HSA=-2.50. (2) Drug 1: C1=CC(=CC=C1CC(C(=O)O)N)N(CCCl)CCCl.Cl. Drug 2: CCC(=C(C1=CC=CC=C1)C2=CC=C(C=C2)OCCN(C)C)C3=CC=CC=C3.C(C(=O)O)C(CC(=O)O)(C(=O)O)O. Cell line: CCRF-CEM. Synergy scores: CSS=35.8, Synergy_ZIP=1.83, Synergy_Bliss=6.39, Synergy_Loewe=-18.0, Synergy_HSA=4.54. (3) Drug 1: CC(CN1CC(=O)NC(=O)C1)N2CC(=O)NC(=O)C2. Drug 2: C(CCl)NC(=O)N(CCCl)N=O. Cell line: U251. Synergy scores: CSS=38.2, Synergy_ZIP=-4.72, Synergy_Bliss=4.22, Synergy_Loewe=4.58, Synergy_HSA=5.38. (4) Drug 1: CCC1(CC2CC(C3=C(CCN(C2)C1)C4=CC=CC=C4N3)(C5=C(C=C6C(=C5)C78CCN9C7C(C=CC9)(C(C(C8N6C=O)(C(=O)OC)O)OC(=O)C)CC)OC)C(=O)OC)O.OS(=O)(=O)O. Drug 2: CC(C)CN1C=NC2=C1C3=CC=CC=C3N=C2N. Cell line: UO-31. Synergy scores: CSS=-0.280, Synergy_ZIP=-0.656, Synergy_Bliss=-0.299, Synergy_Loewe=-0.992, Synergy_HSA=-1.78. (5) Drug 2: CCCS(=O)(=O)NC1=C(C(=C(C=C1)F)C(=O)C2=CNC3=C2C=C(C=N3)C4=CC=C(C=C4)Cl)F. Synergy scores: CSS=-0.257, Synergy_ZIP=0.990, Synergy_Bliss=-0.108, Synergy_Loewe=-2.85, Synergy_HSA=-2.51. Drug 1: C1=C(C(=O)NC(=O)N1)N(CCCl)CCCl. Cell line: OVCAR-4. (6) Drug 1: CC1=C2C(C(=O)C3(C(CC4C(C3C(C(C2(C)C)(CC1OC(=O)C(C(C5=CC=CC=C5)NC(=O)OC(C)(C)C)O)O)OC(=O)C6=CC=CC=C6)(CO4)OC(=O)C)OC)C)OC. Drug 2: CC1=C(C(CCC1)(C)C)C=CC(=CC=CC(=CC(=O)O)C)C. Cell line: NCIH23. Synergy scores: CSS=50.1, Synergy_ZIP=6.75, Synergy_Bliss=7.56, Synergy_Loewe=-36.7, Synergy_HSA=6.01.